This data is from Forward reaction prediction with 1.9M reactions from USPTO patents (1976-2016). The task is: Predict the product of the given reaction. Given the reactants [F:1][C:2]([F:7])([F:6])[C:3]([OH:5])=[O:4].[Cl:8][C:9]1[C:10]([NH:24][C:25]2[CH:30]=[CH:29][CH:28]=[C:27](C=C)[CH:26]=2)=[N:11][C:12]([NH:15][C:16]2[CH:21]=[CH:20][CH:19]=[C:18]([CH:22]=[CH2:23])[CH:17]=2)=[N:13][CH:14]=1, predict the reaction product. The product is: [F:1][C:2]([F:7])([F:6])[C:3]([OH:5])=[O:4].[Cl:8][C:9]1[CH:14]=[N:13][C:12]2[NH:15][C:16]3[CH:21]=[CH:20][CH:19]=[C:18]([CH:17]=3)[CH:22]=[CH:23][C:27]3[CH:26]=[C:25]([NH:24][C:10]=1[N:11]=2)[CH:30]=[CH:29][CH:28]=3.[F:1][C:2]([F:7])([F:6])[C:3]([O-:5])=[O:4].